Dataset: Forward reaction prediction with 1.9M reactions from USPTO patents (1976-2016). Task: Predict the product of the given reaction. (1) Given the reactants [NH2:1][C:2]1([C:11]([OH:13])=[O:12])[CH2:10][C:9]2[C:4](=[CH:5][CH:6]=[CH:7][CH:8]=2)[CH2:3]1.F[C:15]1[CH:23]=[CH:22][C:18]([C:19]([OH:21])=O)=[CH:17][C:16]=1[N+:24]([O-])=O.[CH2:27]([OH:29])[CH3:28].C[Si]([N-][Si](C)(C)C)(C)C.[Na+].[CH3:40][C:41](N(C)C)=O, predict the reaction product. The product is: [CH2:27]([O:29][C:15]1[CH:23]=[CH:22][C:18]([C:19]([NH:1][C:2]2([C:11]([OH:13])=[O:12])[CH2:3][C:4]3[C:9](=[CH:8][CH:7]=[CH:6][CH:5]=3)[CH2:10]2)=[O:21])=[CH:17][C:16]=1[NH:24][CH2:9][CH2:10][C:2]1[CH:11]=[C:41]([CH3:40])[CH:5]=[CH:4][CH:3]=1)[CH3:28]. (2) Given the reactants [CH:1]([Si:4]([CH:16]([CH3:18])[CH3:17])([CH:13]([CH3:15])[CH3:14])[O:5][C:6]([C:8]1[S:9][CH:10]=[CH:11][CH:12]=1)=[CH2:7])([CH3:3])[CH3:2].C1C(=O)N([Cl:26])C(=O)C1, predict the reaction product. The product is: [CH:16]([Si:4]([CH:1]([CH3:2])[CH3:3])([CH:13]([CH3:15])[CH3:14])[O:5][C:6]([C:8]1[S:9][CH:10]=[CH:11][CH:12]=1)=[CH:7][Cl:26])([CH3:18])[CH3:17]. (3) Given the reactants Br[CH2:2][C:3](=[C:5]([C:11]([O:13][CH2:14][CH3:15])=[O:12])[C:6]([O:8][CH2:9][CH3:10])=[O:7])[CH3:4].CC(C)([O-])C.[K+].C(O)(=O)C, predict the reaction product. The product is: [CH2:2]=[C:3]1[CH2:4][C:5]1([C:11]([O:13][CH2:14][CH3:15])=[O:12])[C:6]([O:8][CH2:9][CH3:10])=[O:7]. (4) Given the reactants [NH:1]1[C:5]2=[N:6][CH:7]=[CH:8][C:9]([NH:10][C:11]3[CH:15]=[CH:14][S:13][C:12]=3[C:16]([NH:18][CH2:19][C:20]([O:22]C)=O)=[O:17])=[C:4]2[CH:3]=[CH:2]1.[CH2:24]([NH2:31])[C:25]1[CH:30]=[CH:29][CH:28]=[CH:27][CH:26]=1.C[Al](C)C.O, predict the reaction product. The product is: [CH2:24]([NH:31][C:20]([CH2:19][NH:18][C:16]([C:12]1[S:13][CH:14]=[CH:15][C:11]=1[NH:10][C:9]1[CH:8]=[CH:7][N:6]=[C:5]2[NH:1][CH:2]=[CH:3][C:4]=12)=[O:17])=[O:22])[C:25]1[CH:30]=[CH:29][CH:28]=[CH:27][CH:26]=1. (5) Given the reactants [CH2:1]([C:5]1[CH:10]=[CH:9][C:8]([C:11]2[O:15][N:14]=[C:13]([C:16]3[CH:17]=[CH:18][C:19]([CH2:22][N:23]4[CH2:26][CH:25]([C:27]([O:29]C)=[O:28])[CH2:24]4)=[N:20][CH:21]=3)[N:12]=2)=[CH:7][C:6]=1[CH3:31])[CH:2]([CH3:4])[CH3:3].[OH-].[Na+].C(O)(=O)C.C(O)(=O)C(O)=O, predict the reaction product. The product is: [CH2:1]([C:5]1[CH:10]=[CH:9][C:8]([C:11]2[O:15][N:14]=[C:13]([C:16]3[CH:17]=[CH:18][C:19]([CH2:22][N:23]4[CH2:26][CH:25]([C:27]([OH:29])=[O:28])[CH2:24]4)=[N:20][CH:21]=3)[N:12]=2)=[CH:7][C:6]=1[CH3:31])[CH:2]([CH3:4])[CH3:3]. (6) Given the reactants C[O:2][C:3]([C:5]1([CH2:15][CH3:16])[CH2:9][C:8]2[CH:10]=[C:11]([OH:14])[CH:12]=[CH:13][C:7]=2[O:6]1)=[O:4].[Cl:17][C:18]1[CH:23]=[C:22]([C:24]([CH3:28])([CH3:27])[CH2:25][CH3:26])[CH:21]=[CH:20][C:19]=1[O:29][CH2:30][CH2:31][CH2:32]I, predict the reaction product. The product is: [Cl:17][C:18]1[CH:23]=[C:22]([C:24]([CH3:27])([CH3:28])[CH2:25][CH3:26])[CH:21]=[CH:20][C:19]=1[O:29][CH2:30][CH2:31][CH2:32][O:14][C:11]1[CH:12]=[CH:13][C:7]2[O:6][C:5]([CH2:15][CH3:16])([C:3]([OH:2])=[O:4])[CH2:9][C:8]=2[CH:10]=1. (7) Given the reactants [CH:1]1([CH2:4][O:5][C:6]2[CH:11]=[C:10]([O:12][CH3:13])[C:9]([F:14])=[CH:8][C:7]=2[C:15]2[C:16]3[NH:23][CH:22]=[C:21]([C:24](O)=[O:25])[C:17]=3[N:18]=[CH:19][N:20]=2)[CH2:3][CH2:2]1.[C:27]([O:31][C:32]([N:34]1[CH2:39][CH2:38][CH2:37][C@@H:36]([NH2:40])[CH2:35]1)=[O:33])([CH3:30])([CH3:29])[CH3:28], predict the reaction product. The product is: [C:27]([O:31][C:32]([N:34]1[CH2:39][CH2:38][CH2:37][C@@H:36]([NH:40][C:24]([C:21]2[C:17]3[N:18]=[CH:19][N:20]=[C:15]([C:7]4[CH:8]=[C:9]([F:14])[C:10]([O:12][CH3:13])=[CH:11][C:6]=4[O:5][CH2:4][CH:1]4[CH2:3][CH2:2]4)[C:16]=3[NH:23][CH:22]=2)=[O:25])[CH2:35]1)=[O:33])([CH3:30])([CH3:28])[CH3:29]. (8) The product is: [Br:10][C:8]1[CH:9]=[C:2]2[C:3]([CH:4]=[N:11][C:12]([OH:13])=[N:1]2)=[CH:6][CH:7]=1. Given the reactants [NH2:1][C:2]1[CH:9]=[C:8]([Br:10])[CH:7]=[CH:6][C:3]=1[CH:4]=O.[NH2:11][C:12](N)=[O:13], predict the reaction product. (9) Given the reactants [Cl:1][C:2]1[C:3]([NH:12][S:13]([C:16]2[CH:25]=[CH:24][C:19]([C:20]([O:22][CH3:23])=[O:21])=[CH:18][CH:17]=2)(=[O:15])=[O:14])=[N:4][CH:5]=[C:6]([C:8]([F:11])([F:10])[F:9])[CH:7]=1.Cl[CH2:27][C:28]1[N:29]=[C:30]([C:33]2[CH:38]=[CH:37][CH:36]=[CH:35][CH:34]=2)[S:31][CH:32]=1, predict the reaction product. The product is: [Cl:1][C:2]1[C:3]([N:12]([CH2:27][C:28]2[N:29]=[C:30]([C:33]3[CH:34]=[CH:35][CH:36]=[CH:37][CH:38]=3)[S:31][CH:32]=2)[S:13]([C:16]2[CH:25]=[CH:24][C:19]([C:20]([O:22][CH3:23])=[O:21])=[CH:18][CH:17]=2)(=[O:15])=[O:14])=[N:4][CH:5]=[C:6]([C:8]([F:11])([F:9])[F:10])[CH:7]=1.